This data is from Peptide-MHC class II binding affinity with 134,281 pairs from IEDB. The task is: Regression. Given a peptide amino acid sequence and an MHC pseudo amino acid sequence, predict their binding affinity value. This is MHC class II binding data. (1) The peptide sequence is NPRQAYANYRDIDLG. The MHC is DRB5_0101 with pseudo-sequence DRB5_0101. The binding affinity (normalized) is 0.611. (2) The peptide sequence is ITEADLDDEQEILNY. The MHC is HLA-DQA10303-DQB10402 with pseudo-sequence HLA-DQA10303-DQB10402. The binding affinity (normalized) is 0. (3) The peptide sequence is NSVIQALTSLGLLYT. The MHC is DRB1_0405 with pseudo-sequence DRB1_0405. The binding affinity (normalized) is 0.705. (4) The peptide sequence is SQEYSGKVANEANVY. The MHC is H-2-IAb with pseudo-sequence H-2-IAb. The binding affinity (normalized) is 0.230.